From a dataset of Forward reaction prediction with 1.9M reactions from USPTO patents (1976-2016). Predict the product of the given reaction. (1) Given the reactants [Cl:1][C:2]1[CH:7]=[CH:6][N:5]2[N:8]=[C:9]([NH2:11])[N:10]=[C:4]2[CH:3]=1.[N:12]1([C:16]([C:18]2[CH:23]=[CH:22][C:21](Br)=[C:20]([O:25][CH3:26])[CH:19]=2)=[O:17])[CH2:15][CH2:14][CH2:13]1, predict the reaction product. The product is: [N:12]1([C:16]([C:18]2[CH:23]=[CH:22][C:21]([NH:11][C:9]3[N:10]=[C:4]4[CH:3]=[C:2]([Cl:1])[CH:7]=[CH:6][N:5]4[N:8]=3)=[C:20]([O:25][CH3:26])[CH:19]=2)=[O:17])[CH2:15][CH2:14][CH2:13]1. (2) Given the reactants [F:1][C:2]1[CH:7]=[CH:6][C:5]([C:8]2[C:16]3[C:11](=[CH:12][CH:13]=[C:14]([C:17]4[NH:18][C:19]([C:22]5[CH:27]=[CH:26][C:25]([O:28]C)=[CH:24][CH:23]=5)=[N:20][N:21]=4)[CH:15]=3)[NH:10][N:9]=2)=[CH:4][CH:3]=1.B(Br)(Br)Br, predict the reaction product. The product is: [F:1][C:2]1[CH:7]=[CH:6][C:5]([C:8]2[C:16]3[C:11](=[CH:12][CH:13]=[C:14]([C:17]4[NH:18][C:19]([C:22]5[CH:27]=[CH:26][C:25]([OH:28])=[CH:24][CH:23]=5)=[N:20][N:21]=4)[CH:15]=3)[NH:10][N:9]=2)=[CH:4][CH:3]=1. (3) Given the reactants [CH2:1]([N:8]([CH2:30][C:31]1[CH:36]=[CH:35][CH:34]=[CH:33][CH:32]=1)[C:9]1[CH:14]=[CH:13][C:12]([C:15]2[CH:24]=[C:23]3[C:18]([CH:19]=[CH:20][CH:21]=[N:22]3)=[C:17](Cl)[N:16]=2)=[CH:11][C:10]=1[C:26]([F:29])([F:28])[F:27])[C:2]1[CH:7]=[CH:6][CH:5]=[CH:4][CH:3]=1.[NH:37]1[CH2:42][CH2:41][O:40][CH2:39][CH2:38]1, predict the reaction product. The product is: [CH2:1]([N:8]([CH2:30][C:31]1[CH:36]=[CH:35][CH:34]=[CH:33][CH:32]=1)[C:9]1[CH:14]=[CH:13][C:12]([C:15]2[CH:24]=[C:23]3[C:18]([CH:19]=[CH:20][CH:21]=[N:22]3)=[C:17]([N:37]3[CH2:42][CH2:41][O:40][CH2:39][CH2:38]3)[N:16]=2)=[CH:11][C:10]=1[C:26]([F:29])([F:28])[F:27])[C:2]1[CH:7]=[CH:6][CH:5]=[CH:4][CH:3]=1. (4) Given the reactants [CH2:1]([C@@H:5]1[NH:10][CH2:9][C@H:8]([CH2:11][CH:12]([CH3:14])[CH3:13])[NH:7][C:6]1=[O:15])[CH:2]([CH3:4])[CH3:3].[CH3:16][O:17][C:18]1[CH:19]=[C:20]2[C:28](=[CH:29][CH:30]=1)[C:27]1[O:26][N:25]=[C:24]([C:31](O)=[O:32])[C:23]=1[CH2:22][CH2:21]2.C([C@@H]1N(C([C@@H]2C[C@H]2C2C=CC=CC=2)=O)C[C@H](CC(C)C)NC1=O)C(C)C, predict the reaction product. The product is: [CH2:1]([C@@H:5]1[N:10]([C:31]([C:24]2[C:23]3[CH2:22][CH2:21][C:20]4[C:28]([C:27]=3[O:26][N:25]=2)=[CH:29][CH:30]=[C:18]([O:17][CH3:16])[CH:19]=4)=[O:32])[CH2:9][C@H:8]([CH2:11][CH:12]([CH3:14])[CH3:13])[NH:7][C:6]1=[O:15])[CH:2]([CH3:4])[CH3:3]. (5) Given the reactants CC(OI1(OC(C)=O)(OC(C)=O)OC(=O)C2C=CC=CC1=2)=O.[C:23]([O:27][C:28]([N:30]1[C:38]2[CH2:37][CH2:36][N:35]([C:39]([O:41][C:42]([CH3:45])([CH3:44])[CH3:43])=[O:40])[CH2:34][C:33]=2[CH:32]=[C:31]1[CH2:46][OH:47])=[O:29])([CH3:26])([CH3:25])[CH3:24].S([O-])([O-])(=O)=S.[Na+].[Na+].C(=O)(O)[O-].[Na+], predict the reaction product. The product is: [C:23]([O:27][C:28]([N:30]1[C:38]2[CH2:37][CH2:36][N:35]([C:39]([O:41][C:42]([CH3:45])([CH3:44])[CH3:43])=[O:40])[CH2:34][C:33]=2[CH:32]=[C:31]1[CH:46]=[O:47])=[O:29])([CH3:26])([CH3:24])[CH3:25].